The task is: Predict which catalyst facilitates the given reaction.. This data is from Catalyst prediction with 721,799 reactions and 888 catalyst types from USPTO. (1) Reactant: [F:1][C:2]1([F:9])[CH2:7][CH2:6][CH:5]([NH2:8])[CH2:4][CH2:3]1.[Cl:10][C:11]1[CH:16]=[CH:15][C:14]([C:17]2[N:18]=[CH:19][C:20]([C:30](O)=[O:31])=[N:21][C:22]=2[C:23]2[CH:28]=[CH:27][C:26]([Cl:29])=[CH:25][CH:24]=2)=[CH:13][CH:12]=1. Product: [Cl:10][C:11]1[CH:12]=[CH:13][C:14]([C:17]2[N:18]=[CH:19][C:20]([C:30]([NH:8][CH:5]3[CH2:6][CH2:7][C:2]([F:9])([F:1])[CH2:3][CH2:4]3)=[O:31])=[N:21][C:22]=2[C:23]2[CH:28]=[CH:27][C:26]([Cl:29])=[CH:25][CH:24]=2)=[CH:15][CH:16]=1. The catalyst class is: 2. (2) Reactant: Cl[CH2:2][C:3]([O:5][CH:6]1[CH:10]2[O:11][C:12](=[O:19])[CH:13]3[CH:14]([C:15]([O:17][CH3:18])=[O:16])[CH:7]1[CH2:8][CH:9]23)=[O:4].CN(C)C=O.[C:25]([O-:30])(=[O:29])[C:26]([CH3:28])=[CH2:27].[Na+].[I-].[Na+]. Product: [C:25]([O:30][CH2:2][C:3]([O:5][CH:6]1[CH:10]2[O:11][C:12](=[O:19])[CH:13]3[CH:14]([C:15]([O:17][CH3:18])=[O:16])[CH:7]1[CH2:8][CH:9]23)=[O:4])(=[O:29])[C:26]([CH3:28])=[CH2:27]. The catalyst class is: 6. (3) Reactant: [O:1]1[C:5]2[CH:6]=[CH:7][CH:8]=[CH:9][C:4]=2[C:3]([N:10]2[CH2:15][CH2:14][N:13]([CH2:16][CH:17]([C:19]3[CH:20]=[C:21]4[C:25](=[CH:26][CH:27]=3)[C:24]([CH3:29])([CH3:28])[C:23](=[O:30])[C:22]4([CH3:32])[CH3:31])O)[CH2:12][CH2:11]2)=[N:2]1.CS([Cl:37])(=O)=O.C(N(CC)CC)C. Product: [O:1]1[C:5]2[CH:6]=[CH:7][CH:8]=[CH:9][C:4]=2[C:3]([N:10]2[CH2:15][CH2:14][N:13]([CH2:16][CH:17]([C:19]3[CH:20]=[C:21]4[C:25](=[CH:26][CH:27]=3)[C:24]([CH3:29])([CH3:28])[C:23](=[O:30])[C:22]4([CH3:32])[CH3:31])[Cl:37])[CH2:12][CH2:11]2)=[N:2]1. The catalyst class is: 2. (4) Reactant: [CH:1](OC)=[O:2].[NH2:5][C:6]1[CH:11]=[CH:10][C:9]([N:12]2[C:21](=[O:22])[C:20]3[C:15](=[CH:16][CH:17]=[CH:18][CH:19]=3)[N:14]=[C:13]2[C:23]2[CH:28]=[C:27]([CH3:29])[C:26]([O:30][CH2:31][CH2:32][OH:33])=[C:25]([CH3:34])[CH:24]=2)=[CH:8][CH:7]=1. Product: [OH:33][CH2:32][CH2:31][O:30][C:26]1[C:25]([CH3:34])=[CH:24][C:23]([C:13]2[N:12]([C:9]3[CH:10]=[CH:11][C:6]([NH:5][CH:1]=[O:2])=[CH:7][CH:8]=3)[C:21](=[O:22])[C:20]3[C:15](=[CH:16][CH:17]=[CH:18][CH:19]=3)[N:14]=2)=[CH:28][C:27]=1[CH3:29]. The catalyst class is: 14. (5) Reactant: Br.[F:2][C:3]([C:6]1[S:10][C:9]2=[N:11][C:12]([C:14](Cl)=[O:15])=[CH:13][N:8]2[N:7]=1)([F:5])[CH3:4].[NH2:17][C:18]1[C:23]([N+:24]([O-:26])=[O:25])=[CH:22][CH:21]=[CH:20][C:19]=1[OH:27].CCN(C(C)C)C(C)C.CCOC(C)=O.C(Cl)Cl. Product: [F:2][C:3]([C:6]1[S:10][C:9]2=[N:11][C:12]([C:14]([NH:17][C:18]3[C:23]([N+:24]([O-:26])=[O:25])=[CH:22][CH:21]=[CH:20][C:19]=3[OH:27])=[O:15])=[CH:13][N:8]2[N:7]=1)([F:5])[CH3:4]. The catalyst class is: 2. (6) Reactant: [C:1]([O:5][C:6](=[O:15])[NH:7][C:8]([CH2:13][OH:14])(CO)CC)([CH3:4])([CH3:3])[CH3:2].[CH:16](N(CC)C(C)C)([CH3:18])[CH3:17].[CH3:25][O:26][CH2:27]Cl.[OH2:29]. Product: [C:1]([O:5][C:6](=[O:15])[N:7]([CH:8]([CH2:13][OH:14])[O:29][CH2:27][O:26][CH3:25])[CH2:17][CH2:16][CH3:18])([CH3:2])([CH3:3])[CH3:4]. The catalyst class is: 2. (7) Reactant: [F:1][C:2]1[CH:7]=[CH:6][C:5]([CH3:8])=[CH:4][C:3]=1[NH:9][C:10]([NH:12][C:13]1[CH:33]=[CH:32][C:16]([O:17][C:18]2[CH:23]=[CH:22][N:21]=[C:20]([C:24]3[NH:28][CH:27]=[C:26]([C:29]([OH:31])=[O:30])[CH:25]=3)[CH:19]=2)=[CH:15][CH:14]=1)=[O:11].Cl.CN(C)CCCN=C=NCC.O[CH2:47][CH2:48][CH2:49][N:50]1[CH2:55][CH2:54][O:53][CH2:52][CH2:51]1. Product: [F:1][C:2]1[CH:7]=[CH:6][C:5]([CH3:8])=[CH:4][C:3]=1[NH:9][C:10]([NH:12][C:13]1[CH:14]=[CH:15][C:16]([O:17][C:18]2[CH:23]=[CH:22][N:21]=[C:20]([C:24]3[NH:28][CH:27]=[C:26]([C:29]([O:31][CH2:47][CH2:48][CH2:49][N:50]4[CH2:55][CH2:54][O:53][CH2:52][CH2:51]4)=[O:30])[CH:25]=3)[CH:19]=2)=[CH:32][CH:33]=1)=[O:11]. The catalyst class is: 453.